Predict which catalyst facilitates the given reaction. From a dataset of Catalyst prediction with 721,799 reactions and 888 catalyst types from USPTO. (1) Reactant: [Br:1][C:2]1[CH:7]=[CH:6][N:5]=[C:4]2[N:8]([S:24]([C:27]3[CH:33]=[CH:32][C:30]([CH3:31])=[CH:29][CH:28]=3)(=[O:26])=[O:25])[C:9]([C:11]3[CH2:16][CH2:15][N:14](C(OC(C)(C)C)=O)[CH2:13][CH:12]=3)=[CH:10][C:3]=12.[F:34][C:35]([F:40])([F:39])[C:36]([OH:38])=[O:37]. Product: [Br:1][C:2]1[CH:7]=[CH:6][N:5]=[C:4]2[N:8]([S:24]([C:27]3[CH:28]=[CH:29][C:30]([CH3:31])=[CH:32][CH:33]=3)(=[O:26])=[O:25])[C:9]([C:11]3[CH2:16][CH2:15][NH:14][CH2:13][CH:12]=3)=[CH:10][C:3]=12.[F:34][C:35]([F:40])([F:39])[C:36]([OH:38])=[O:37]. The catalyst class is: 4. (2) Reactant: F[C:2]1[S:6][C:5]([C:7]#[N:8])=[CH:4][CH:3]=1.[OH:9][C:10]1[CH:17]=[CH:16][C:13]([CH:14]=[O:15])=[CH:12][CH:11]=1.C([O-])([O-])=O.[K+].[K+]. Product: [CH:14]([C:13]1[CH:16]=[CH:17][C:10]([O:9][C:2]2[S:6][C:5]([C:7]#[N:8])=[CH:4][CH:3]=2)=[CH:11][CH:12]=1)=[O:15]. The catalyst class is: 3. (3) Reactant: [F:1][C:2]1[CH:7]=[CH:6][C:5]([Mg]Cl)=[CH:4][CH:3]=1.[F:10][C:11]1[CH:19]=[CH:18][C:14]([C:15](Cl)=[O:16])=[CH:13][N:12]=1.O. Product: [F:1][C:2]1[CH:7]=[CH:6][C:5]([C:15]([C:14]2[CH:13]=[N:12][C:11]([F:10])=[CH:19][CH:18]=2)=[O:16])=[CH:4][CH:3]=1. The catalyst class is: 28. (4) Reactant: C(OC([NH:8][C@@H:9]1[CH2:14][CH2:13][CH2:12][N:11]([C:15]([CH:17]2[CH2:25][C:24]3[C:19](=[CH:20][CH:21]=[CH:22][CH:23]=3)[N:18]2[C:26]2[N:31]=[CH:30][CH:29]=[CH:28][N:27]=2)=[O:16])[CH2:10]1)=O)(C)(C)C.[ClH:32]. Product: [ClH:32].[ClH:32].[NH2:8][C@@H:9]1[CH2:14][CH2:13][CH2:12][N:11]([C:15]([CH:17]2[CH2:25][C:24]3[C:19](=[CH:20][CH:21]=[CH:22][CH:23]=3)[N:18]2[C:26]2[N:31]=[CH:30][CH:29]=[CH:28][N:27]=2)=[O:16])[CH2:10]1. The catalyst class is: 8. (5) Reactant: [CH2:1]([C:10]1[C:18]2[C:13](=[CH:14][CH:15]=[CH:16][CH:17]=2)[NH:12][C:11]=1C(O)=O)[C:2]([C:4]1[CH:9]=[CH:8][CH:7]=[CH:6]C=1)=O.[OH2:22].[NH2:23][NH2:24].[CH3:25]O. Product: [C:2]1([C:1]2[C:10]3=[CH:11][NH:12][C:13]4[CH:14]=[CH:15][CH:16]=[C:17]([C:18]=43)[C:25](=[O:22])[NH:24][N:23]=2)[CH:4]=[CH:9][CH:8]=[CH:7][CH:6]=1. The catalyst class is: 33. (6) Reactant: [CH3:1][O:2][C:3]1[CH:4]=[C:5]2[C:10](=[CH:11][C:12]=1[O:13][CH2:14][CH2:15][N:16]1[CH:20]=[N:19][CH:18]=[N:17]1)[N:9]=[CH:8][N:7](COC(=O)C(C)(C)C)[C:6]2=[O:29]. Product: [CH3:1][O:2][C:3]1[CH:4]=[C:5]2[C:10](=[CH:11][C:12]=1[O:13][CH2:14][CH2:15][N:16]1[CH:20]=[N:19][CH:18]=[N:17]1)[N:9]=[CH:8][NH:7][C:6]2=[O:29]. The catalyst class is: 328.